Dataset: Reaction yield outcomes from USPTO patents with 853,638 reactions. Task: Predict the reaction yield, written as a fraction of the theoretical maximum amount of product (1.0 means a 100% yield; for example, 0.34 means a 34% yield). (1) The reactants are [CH3:1][O:2][C:3]1[CH:4]=[C:5]([CH:8]=[CH:9][CH:10]=1)[CH2:6][NH2:7].C1CN([P+](ON2N=NC3C=CC=CC2=3)(N2CCCC2)N2CCCC2)CC1.F[P-](F)(F)(F)(F)F.[C:44]([C:47]1[CH:55]=[CH:54][C:50]([C:51](O)=[O:52])=[CH:49][CH:48]=1)(=[O:46])[CH3:45].CN1CCOCC1.C(O)(C(F)(F)F)=O. The catalyst is CN1C(=O)CCC1.ClCCl. The product is [C:44]([C:47]1[CH:55]=[CH:54][C:50]([C:51]([NH:7][CH2:6][C:5]2[CH:8]=[CH:9][CH:10]=[C:3]([O:2][CH3:1])[CH:4]=2)=[O:52])=[CH:49][CH:48]=1)(=[O:46])[CH3:45]. The yield is 0.970. (2) The reactants are [OH-].[OH-].[C:3]1([B+2])[CH:8]=[CH:7][CH:6]=[CH:5][CH:4]=1.[F-].[K+].Cl[C:13]1[CH:21]=[CH:20][CH:19]=[CH:18][C:14]=1[CH2:15][C:16]#[N:17]. The catalyst is C([O-])(=O)C.[Pd+2].C([O-])(=O)C.C(P(C(C)(C)C)C1C=CC=CC=1C1C=CC=CC=1)(C)(C)C.C1COCC1. The yield is 0.920. The product is [C:16]([CH2:15][C:14]1[CH:18]=[CH:19][CH:20]=[CH:21][C:13]=1[C:3]1[CH:8]=[CH:7][CH:6]=[CH:5][CH:4]=1)#[N:17]. (3) The reactants are I[C:2]1[CH:3]=[C:4]([CH:9]=[CH:10][C:11]=1[NH:12][C:13](=O)[C:14](F)(F)F)[C:5]([O:7][CH3:8])=[O:6].[C:19]1([CH2:25]C#C)[CH:24]=[CH:23][CH:22]=[CH:21][CH:20]=1. The catalyst is CN(C)C=O.C1C=CC(P(C2C=CC=CC=2)C2C=CC=CC=2)=CC=1.C1C=CC(P(C2C=CC=CC=2)C2C=CC=CC=2)=CC=1.Cl[Pd]Cl.[Cu]I. The product is [CH2:25]([C:13]1[NH:12][C:11]2[C:10]([CH:14]=1)=[CH:9][C:4]([C:5]([O:7][CH3:8])=[O:6])=[CH:3][CH:2]=2)[C:19]1[CH:24]=[CH:23][CH:22]=[CH:21][CH:20]=1. The yield is 0.820. (4) The product is [C:1]([C:5]1[CH:10]=[CH:9][C:8]([C:11]2[N:15]([CH3:16])[N:14]=[C:13]([C:17](=[N:19][NH:20][C:21]([C:23]3[S:27][C:26]([C:28]([OH:30])=[O:29])=[CH:25][CH:24]=3)=[O:22])[CH3:18])[C:12]=2[OH:32])=[CH:7][CH:6]=1)([CH3:2])([CH3:3])[CH3:4]. The yield is 0.400. The catalyst is CO. The reactants are [C:1]([C:5]1[CH:10]=[CH:9][C:8]([C:11]2[N:15]([CH3:16])[N:14]=[C:13]([C:17](=[N:19][NH:20][C:21]([C:23]3[S:27][C:26]([C:28]([O:30]C)=[O:29])=[CH:25][CH:24]=3)=[O:22])[CH3:18])[C:12]=2[OH:32])=[CH:7][CH:6]=1)([CH3:4])([CH3:3])[CH3:2].[OH-].[Na+].Cl. (5) The reactants are [NH2:1][C:2]1[CH:7]=[CH:6][C:5]([N:8]2[CH2:13][CH2:12][CH2:11][CH2:10][CH2:9]2)=[CH:4][C:3]=1[C:14]1[N:19]=[CH:18][N:17]=[C:16]([NH:20][CH2:21][C:22]2[CH:27]=[CH:26][CH:25]=[C:24]([C:28]([F:31])([F:30])[F:29])[CH:23]=2)[CH:15]=1.[OH:32][CH2:33][CH2:34][O:35][CH2:36][CH2:37][NH:38][C:39]([C:41]1[CH:42]=[C:43]([CH:47]=[CH:48][CH:49]=1)[C:44](O)=[O:45])=[O:40].C(N(CC)CC)C.CCN=C=NCCCN(C)C.Cl.C1C=CC2N(O)N=NC=2C=1. The catalyst is CN(C)C=O. The product is [OH:32][CH2:33][CH2:34][O:35][CH2:36][CH2:37][NH:38][C:39](=[O:40])[C:41]1[CH:49]=[CH:48][CH:47]=[C:43]([C:44]([NH:1][C:2]2[CH:7]=[CH:6][C:5]([N:8]3[CH2:9][CH2:10][CH2:11][CH2:12][CH2:13]3)=[CH:4][C:3]=2[C:14]2[CH:15]=[C:16]([NH:20][CH2:21][C:22]3[CH:27]=[CH:26][CH:25]=[C:24]([C:28]([F:30])([F:29])[F:31])[CH:23]=3)[N:17]=[CH:18][N:19]=2)=[O:45])[CH:42]=1. The yield is 0.150. (6) The reactants are [O:1]1[C:5]2[CH:6]=[CH:7][C:8]([C:10]3[S:11][CH:12]=[C:13]([C:15]([OH:17])=O)[N:14]=3)=[CH:9][C:4]=2[CH2:3][CH2:2]1.[NH2:18][C:19]1[NH:23][C:22]2[CH:24]=[CH:25][C:26]([C:28]([N:30]([CH3:32])[CH3:31])=[O:29])=[CH:27][C:21]=2[N:20]=1.F[P-](F)(F)(F)(F)F.N1(OC(N(C)C)=[N+](C)C)C2C=CC=CC=2N=N1.C(N(CC)C(C)C)(C)C. The catalyst is CN(C)C=O.CN(C)C1C=CN=CC=1. The product is [O:1]1[C:5]2[CH:6]=[CH:7][C:8]([C:10]3[S:11][CH:12]=[C:13]([C:15]([NH:18][C:19]4[NH:23][C:22]5[CH:24]=[CH:25][C:26]([C:28](=[O:29])[N:30]([CH3:31])[CH3:32])=[CH:27][C:21]=5[N:20]=4)=[O:17])[N:14]=3)=[CH:9][C:4]=2[CH2:3][CH2:2]1. The yield is 0.300. (7) The reactants are [O:1]=[C:2]1[C:10]2[C:5](=[CH:6][CH:7]=[CH:8][CH:9]=2)[C:4](=[O:11])[N:3]1[CH2:12][CH2:13][O:14][CH2:15][CH2:16][O:17][CH2:18][CH2:19][O:20][CH2:21][CH2:22][C:23]([O:25]C(C)(C)C)=[O:24]. The catalyst is FC(F)(F)C(O)=O. The product is [O:1]=[C:2]1[C:10]2[C:5](=[CH:6][CH:7]=[CH:8][CH:9]=2)[C:4](=[O:11])[N:3]1[CH2:12][CH2:13][O:14][CH2:15][CH2:16][O:17][CH2:18][CH2:19][O:20][CH2:21][CH2:22][C:23]([OH:25])=[O:24]. The yield is 0.840.